Dataset: Full USPTO retrosynthesis dataset with 1.9M reactions from patents (1976-2016). Task: Predict the reactants needed to synthesize the given product. (1) Given the product [F:20][C:18]1[CH:17]=[C:5]([CH:4]=[C:3]([F:2])[CH:19]=1)[CH:6]=[C:33]1[CH2:34][CH2:35][N:30]([C:23]([O:25][C:26]([CH3:29])([CH3:28])[CH3:27])=[O:24])[CH2:31][CH2:32]1, predict the reactants needed to synthesize it. The reactants are: [Br-].[F:2][C:3]1[CH:4]=[C:5]([CH:17]=[C:18]([F:20])[CH:19]=1)[CH2:6][P+](OCC)(OCC)OCC.[H-].[Na+].[C:23]([N:30]1[CH2:35][CH2:34][C:33](=O)[CH2:32][CH2:31]1)([O:25][C:26]([CH3:29])([CH3:28])[CH3:27])=[O:24]. (2) Given the product [CH2:2]([OH:1])[C@@H:3]([C@@H:5]([C@H:7]([C@H:9]([CH3:11])[OH:10])[OH:8])[OH:6])[OH:4].[OH:22][CH2:12][C:13]([C@@H:15]([C@H:17]([C@H:19]([CH3:21])[OH:20])[OH:18])[OH:16])=[O:14].[CH3:11][C:9]([C@@H:7]([C@H:5]([C@H:3]([CH2:2][OH:1])[OH:4])[OH:6])[OH:8])=[O:10], predict the reactants needed to synthesize it. The reactants are: [O:1]=[CH:2][C@@H:3]([C@@H:5]([C@H:7]([C@H:9]([CH3:11])[OH:10])[OH:8])[OH:6])[OH:4].[CH2:12]([OH:22])[C@@H:13]([C@@H:15]([C@H:17]([C@H:19]([CH3:21])[OH:20])[OH:18])[OH:16])[OH:14]. (3) Given the product [F:18][C:11]1[CH:12]=[C:13]([F:17])[C:14]([F:16])=[CH:15][C:10]=1[CH:9]1[CH:4]([NH2:1])[CH:5]=[C:6]([O:19][Si:20]([CH:24]([CH3:26])[CH3:25])([CH:27]([CH3:29])[CH3:28])[CH:21]([CH3:22])[CH3:23])[CH2:7][CH2:8]1, predict the reactants needed to synthesize it. The reactants are: [N:1]([CH:4]1[CH:9]([C:10]2[CH:15]=[C:14]([F:16])[C:13]([F:17])=[CH:12][C:11]=2[F:18])[CH2:8][CH2:7][C:6]([O:19][Si:20]([CH:27]([CH3:29])[CH3:28])([CH:24]([CH3:26])[CH3:25])[CH:21]([CH3:23])[CH3:22])=[CH:5]1)=[N+]=[N-].[H-].[Al+3].[Li+].[H-].[H-].[H-].[H-].[Cl-].[NH4+]. (4) Given the product [N:1]([C:38]([CH2:40][O:41][CH2:42][C:43]([NH:58][CH2:59][C:60]([NH:62][CH2:63][C:64]([O:66][CH2:67][C:68]1[CH:69]=[CH:70][CH:71]=[CH:72][CH:73]=1)=[O:65])=[O:61])=[O:45])=[O:39])([CH2:2][CH2:3][CH2:4][CH2:5][CH2:6][CH2:7][CH2:8][CH2:9][CH2:10][CH2:11][CH2:12][CH2:13][CH2:14][CH2:15][CH2:16][CH2:17][CH2:18][CH3:19])[CH2:20][CH2:21][CH2:22][CH2:23][CH2:24][CH2:25][CH2:26][CH2:27][CH2:28][CH2:29][CH2:30][CH2:31][CH2:32][CH2:33][CH2:34][CH2:35][CH2:36][CH3:37], predict the reactants needed to synthesize it. The reactants are: [N:1]([C:38]([CH2:40][O:41][CH2:42][C:43]([OH:45])=O)=[O:39])([CH2:20][CH2:21][CH2:22][CH2:23][CH2:24][CH2:25][CH2:26][CH2:27][CH2:28][CH2:29][CH2:30][CH2:31][CH2:32][CH2:33][CH2:34][CH2:35][CH2:36][CH3:37])[CH2:2][CH2:3][CH2:4][CH2:5][CH2:6][CH2:7][CH2:8][CH2:9][CH2:10][CH2:11][CH2:12][CH2:13][CH2:14][CH2:15][CH2:16][CH2:17][CH2:18][CH3:19].Cl.CN(C)CCCN=C=NCC.[NH2:58][CH2:59][C:60]([NH:62][CH2:63][C:64]([O:66][CH2:67][C:68]1[CH:73]=[CH:72][CH:71]=[CH:70][CH:69]=1)=[O:65])=[O:61].CC1C=CC(S(O)(=O)=O)=CC=1. (5) Given the product [C:1]([NH:5][S:6]([C:9]1[CH:14]=[CH:13][CH:12]=[CH:11][C:10]=1[B:15]([OH:20])[OH:16])(=[O:8])=[O:7])([CH3:4])([CH3:2])[CH3:3], predict the reactants needed to synthesize it. The reactants are: [C:1]([NH:5][S:6]([C:9]1[CH:14]=[CH:13][CH:12]=[CH:11][CH:10]=1)(=[O:8])=[O:7])([CH3:4])([CH3:3])[CH3:2].[B:15](OC(C)C)([O:20]C(C)C)[O:16]C(C)C.Cl.O. (6) The reactants are: [N:1]([CH2:4][CH:5]1[CH2:10][CH2:9][CH2:8][N:7]([C:11]([O:13][C:14]([CH3:17])([CH3:16])[CH3:15])=[O:12])[CH2:6]1)=[N+]=[N-]. Given the product [NH2:1][CH2:4][CH:5]1[CH2:10][CH2:9][CH2:8][N:7]([C:11]([O:13][C:14]([CH3:17])([CH3:16])[CH3:15])=[O:12])[CH2:6]1, predict the reactants needed to synthesize it. (7) Given the product [NH2:17][C:11]1[C:10]([N+:14]([O-:16])=[O:15])=[CH:9][C:3]([C:4]([O:6][CH2:7][CH3:8])=[O:5])=[C:2]([F:1])[CH:12]=1, predict the reactants needed to synthesize it. The reactants are: [F:1][C:2]1[CH:12]=[C:11](F)[C:10]([N+:14]([O-:16])=[O:15])=[CH:9][C:3]=1[C:4]([O:6][CH2:7][CH3:8])=[O:5].[NH3:17].